From a dataset of Full USPTO retrosynthesis dataset with 1.9M reactions from patents (1976-2016). Predict the reactants needed to synthesize the given product. (1) Given the product [Cl:13][C:6]1[CH:7]=[C:8]([O:11][CH3:12])[CH:9]=[CH:10][C:5]=1[C:3]1[N:29]=[C:27]([N:26]([C:18]2[CH:19]=[C:20]([N+:23]([O-:25])=[O:24])[CH:21]=[CH:22][C:17]=2[O:16][CH3:15])[CH2:30][CH2:31][CH3:32])[S:28][C:2]=1[CH3:14], predict the reactants needed to synthesize it. The reactants are: Br[CH:2]([CH3:14])[C:3]([C:5]1[CH:10]=[CH:9][C:8]([O:11][CH3:12])=[CH:7][C:6]=1[Cl:13])=O.[CH3:15][O:16][C:17]1[CH:22]=[CH:21][C:20]([N+:23]([O-:25])=[O:24])=[CH:19][C:18]=1[N:26]([CH2:30][CH2:31][CH3:32])[C:27]([NH2:29])=[S:28]. (2) Given the product [CH2:27]([C:31]1[CH:35]=[C:34]([B:38]2[O:39][CH2:6][CH2:5][CH2:7][O:37]2)[S:33][CH:32]=1)[CH2:28][CH2:29][CH3:30], predict the reactants needed to synthesize it. The reactants are: C(N[CH:5]([CH3:7])[CH3:6])(C)C.[Li]CCCC.CCCCCC.C([N-]C(C)C)(C)C.[Li+].[CH2:27]([C:31]1[CH:35]=[CH:34][S:33][CH:32]=1)[CH2:28][CH2:29][CH3:30].C[O:37][B:38](OC)[O:39]C.C(O)CCO. (3) Given the product [N:1]1[C:6]2[NH:7][CH:8]=[CH:9][C:5]=2[C:4]([C:10]([NH:15][NH:14][C:13]([O:17][CH2:18][C:19]2[CH:24]=[CH:23][CH:22]=[CH:21][CH:20]=2)=[O:16])=[O:12])=[N:3][CH:2]=1, predict the reactants needed to synthesize it. The reactants are: [N:1]1[C:6]2[NH:7][CH:8]=[CH:9][C:5]=2[C:4]([C:10]([OH:12])=O)=[N:3][CH:2]=1.[C:13]([O:17][CH2:18][C:19]1[CH:24]=[CH:23][CH:22]=[CH:21][CH:20]=1)(=[O:16])[NH:14][NH2:15]. (4) Given the product [NH:8]1[CH2:13][CH2:12][CH:11]([C:14]2[S:15][CH:16]=[C:17]([C:19]([N:21]3[CH2:27][C:26]4([CH3:29])[CH2:28][CH:22]3[CH2:23][C:24]([CH3:31])([CH3:30])[CH2:25]4)=[O:20])[CH:18]=2)[CH2:10][CH2:9]1, predict the reactants needed to synthesize it. The reactants are: C(OC([N:8]1[CH2:13][CH2:12][CH:11]([C:14]2[S:15][CH:16]=[C:17]([C:19]([N:21]3[CH2:27][C:26]4([CH3:29])[CH2:28][CH:22]3[CH2:23][C:24]([CH3:31])([CH3:30])[CH2:25]4)=[O:20])[CH:18]=2)[CH2:10][CH2:9]1)=O)(C)(C)C.C(O)(C(F)(F)F)=O. (5) Given the product [C:9]([O:13][C:14](=[O:15])[NH:16][CH:17]([CH2:21][CH:22]([CH3:23])[CH3:24])[C:18]([NH:6][C:5]1[CH:7]=[CH:8][C:2]([Br:1])=[CH:3][CH:4]=1)=[O:19])([CH3:12])([CH3:11])[CH3:10], predict the reactants needed to synthesize it. The reactants are: [Br:1][C:2]1[CH:8]=[CH:7][C:5]([NH2:6])=[CH:4][CH:3]=1.[C:9]([O:13][C:14]([NH:16][CH:17]([CH2:21][CH:22]([CH3:24])[CH3:23])[C:18](O)=[O:19])=[O:15])([CH3:12])([CH3:11])[CH3:10].O=P(Cl)(Cl)Cl. (6) The reactants are: [CH2:1]([O:3][C:4]([C:6]1[CH:7]=[N:8][C:9]2[C:14]([C:15]=1OS(C(F)(F)F)(=O)=O)=[CH:13][CH:12]=[C:11]([C:24]([F:27])([F:26])[F:25])[CH:10]=2)=[O:5])[CH3:2].P([O-])([O-])([O-])=O.[K+].[K+].[K+].[C:36]([O:39][CH2:40][CH3:41])(=[O:38])[CH3:37]. Given the product [CH2:1]([O:3][C:4]([C:6]1[CH:7]=[N:8][C:9]2[C:14]([C:15]=1[C:9]1[CH:14]=[CH:13][C:37]([C:36]([O:39][CH2:40][CH3:41])=[O:38])=[CH:11][CH:10]=1)=[CH:13][CH:12]=[C:11]([C:24]([F:27])([F:26])[F:25])[CH:10]=2)=[O:5])[CH3:2], predict the reactants needed to synthesize it. (7) Given the product [S:41]1[CH2:36][CH:35]1[CH2:34][S:33][S:32][CH2:31][CH:30]1[S:42][CH2:29]1, predict the reactants needed to synthesize it. The reactants are: ClCC(O)CSSCC(O)CCl.[OH-].[Na+].NC(N)=S.C(OC(=O)C)(=O)C.O1CC1C[CH:29]1[S:42][CH:30]1[CH2:31][S:32][S:33][CH2:34][CH:35]1[S:41][CH:36]1CC1OC1.